Dataset: Reaction yield outcomes from USPTO patents with 853,638 reactions. Task: Predict the reaction yield, written as a fraction of the theoretical maximum amount of product (1.0 means a 100% yield; for example, 0.34 means a 34% yield). (1) The reactants are CC1C=CC(S(O[CH2:12][CH2:13][CH2:14][CH2:15][C:16]2[C:24]3[C:19](=[CH:20][CH:21]=[C:22]([C:25]#[N:26])[CH:23]=3)[NH:18][CH:17]=2)(=O)=O)=CC=1.[CH3:27][C:28]1[N:29]=[C:30]([N:38]2[CH2:43][CH2:42][NH:41][CH2:40][CH2:39]2)[S:31][C:32]=1[C:33]([O:35][CH2:36][CH3:37])=[O:34].C(=O)([O-])[O-].[K+].[K+].[I-].[K+]. The catalyst is C(#N)C. The product is [C:25]([C:22]1[CH:23]=[C:24]2[C:19](=[CH:20][CH:21]=1)[NH:18][CH:17]=[C:16]2[CH2:15][CH2:14][CH2:13][CH2:12][N:41]1[CH2:42][CH2:43][N:38]([C:30]2[S:31][C:32]([C:33]([O:35][CH2:36][CH3:37])=[O:34])=[C:28]([CH3:27])[N:29]=2)[CH2:39][CH2:40]1)#[N:26]. The yield is 0.750. (2) The reactants are [CH2:1]([O:8][CH2:9][CH2:10][CH:11]1[N:16]2[C:17]3[CH:18]=[CH:19][CH:20]=[C:21]([F:24])[C:22]=3[CH2:23][CH:15]2[C:14]2[N:25]=[C:26]([Cl:29])[CH:27]=[CH:28][C:13]=2[O:12]1)[C:2]1[CH:7]=[CH:6][CH:5]=[CH:4][CH:3]=1.C(C1C(=O)C(Cl)=C(Cl)C(=O)C=1C#N)#N. The catalyst is C1(C)C=CC=CC=1. The product is [CH2:1]([O:8][CH2:9][CH2:10][CH:11]1[N:16]2[C:17]3[CH:18]=[CH:19][CH:20]=[C:21]([F:24])[C:22]=3[CH:23]=[C:15]2[C:14]2[N:25]=[C:26]([Cl:29])[CH:27]=[CH:28][C:13]=2[O:12]1)[C:2]1[CH:3]=[CH:4][CH:5]=[CH:6][CH:7]=1. The yield is 0.0900. (3) The reactants are CO.[C:3](Cl)(=[O:5])C.C(Cl)Cl.[CH2:10]([O:17][C:18]1[CH:19]=[C:20]2[C:25](=[CH:26][C:27]=1[O:28][CH3:29])[CH:24]=[N:23][CH:22]=[CH:21]2)[C:11]1[CH:16]=[CH:15][CH:14]=[CH:13][CH:12]=1. The catalyst is C1COCC1.C(OCC)(=O)C.CO. The product is [CH2:10]([O:17][C:18]1[CH:19]=[C:20]2[C:25](=[CH:26][C:27]=1[O:28][CH3:29])[CH2:24][NH:23][CH2:22][CH:21]2[O:5][CH3:3])[C:11]1[CH:12]=[CH:13][CH:14]=[CH:15][CH:16]=1. The yield is 0.450. (4) The reactants are C1CCN2C(=NCCC2)CC1.[Br:12][C:13]1[CH:18]=[CH:17][C:16]([NH:19][C:20]2[C:21]([C:29]3[N:33](CCC#N)[N:32]=[N:31][N:30]=3)=[CH:22][N:23]([CH3:28])[C:24](=[O:27])[C:25]=2[CH3:26])=[C:15]([F:38])[CH:14]=1. The catalyst is C(Cl)Cl.C(OCC)(=O)C. The product is [Br:12][C:13]1[CH:18]=[CH:17][C:16]([NH:19][C:20]2[C:21]([C:29]3[NH:33][N:32]=[N:31][N:30]=3)=[CH:22][N:23]([CH3:28])[C:24](=[O:27])[C:25]=2[CH3:26])=[C:15]([F:38])[CH:14]=1. The yield is 0.770. (5) The yield is 0.660. The reactants are [NH2:1][C:2]1[CH:10]=[N:9][CH:8]=[CH:7][C:3]=1[C:4]([OH:6])=O.C(N1C=CN=C1)(N1C=CN=C1)=O.Cl.[CH3:24][O:25][C:26](=[O:29])[CH2:27][NH2:28]. The catalyst is N1C=CC=CC=1. The product is [CH3:24][O:25][C:26](=[O:29])[CH2:27][NH:28][C:4]([C:3]1[CH:7]=[CH:8][N:9]=[CH:10][C:2]=1[NH2:1])=[O:6]. (6) The reactants are [NH:1]1[C:10]2[C:5](=[CH:6][C:7]3[CH2:15][CH2:14][NH:13][CH2:12][CH2:11][C:8]=3[CH:9]=2)[CH:4]=[CH:3][C:2]1=[O:16].NC1C=CC2CCN([C:27](=[O:32])[C:28]([F:31])([F:30])[F:29])CCC=2C=1.C(OC(OCC)CC(O)=O)C.C1(N=C=NC2CCCCC2)CCCCC1.C(=O)([O-])[O-].[K+].[K+]. The catalyst is ClCCl. The product is [F:29][C:28]([F:31])([F:30])[C:27]([OH:32])=[O:16].[NH:1]1[C:10]2[C:5](=[CH:6][C:7]3[CH2:15][CH2:14][NH:13][CH2:12][CH2:11][C:8]=3[CH:9]=2)[CH:4]=[CH:3][C:2]1=[O:16]. The yield is 0.0500. (7) The product is [OH:1][C:2]1[C:7]([CH2:14][CH:15]=[C:16]([CH3:18])[CH3:17])=[C:6]([OH:8])[C:5]([CH2:7][CH:2]=[C:3]([CH3:10])[CH3:4])=[C:4]([OH:9])[C:3]=1[C:10](=[O:13])[CH2:11][CH3:12]. The reactants are [OH:1][C:2]1[CH:7]=[C:6]([OH:8])[CH:5]=[C:4]([OH:9])[C:3]=1[C:10](=[O:13])[CH2:11][CH3:12].[CH2:14](Br)[CH2:15][C:16]([CH3:18])=[CH2:17]. The yield is 0.180. The catalyst is [OH-].[K+].